From a dataset of Catalyst prediction with 721,799 reactions and 888 catalyst types from USPTO. Predict which catalyst facilitates the given reaction. (1) Reactant: Cl.[CH:2]1([NH:6][C:7]([C:9]2[CH:18]=[CH:17][C:16]3[CH2:15][N:14]([CH2:19][C:20]([OH:22])=O)[CH2:13][CH2:12][C:11]=3[N:10]=2)=[O:8])[CH2:5][CH2:4][CH2:3]1.[CH:23]1([N:27]2[CH2:32][CH2:31][NH:30][CH2:29][CH2:28]2)[CH2:26][CH2:25][CH2:24]1.F[P-](F)(F)(F)(F)F.N1(O[P+](N(C)C)(N(C)C)N(C)C)C2C=CC=CC=2N=N1. Product: [CH:2]1([NH:6][C:7]([C:9]2[CH:18]=[CH:17][C:16]3[CH2:15][N:14]([CH2:19][C:20]([N:30]4[CH2:31][CH2:32][N:27]([CH:23]5[CH2:26][CH2:25][CH2:24]5)[CH2:28][CH2:29]4)=[O:22])[CH2:13][CH2:12][C:11]=3[N:10]=2)=[O:8])[CH2:3][CH2:4][CH2:5]1. The catalyst class is: 2. (2) Reactant: C([S:8][C:9]1[CH:18]=[C:17]2[C:12]([C:13]([C:19]3[CH:24]=[C:23]([F:25])[C:22]([Br:26])=[CH:21][C:20]=3[O:27][CH3:28])=[N:14][CH:15]=[N:16]2)=[CH:11][CH:10]=1)C1C=CC=CC=1.ClN1C(C)(C)C(=[O:37])N(Cl)C1=O.[F:40][C:41]1[C:46]([F:47])=[C:45]([F:48])[C:44]([F:49])=[C:43]([F:50])[C:42]=1[OH:51].C(N(CC)CC)C.[OH2:59]. Product: [Br:26][C:22]1[C:23]([F:25])=[CH:24][C:19]([C:13]2[C:12]3[C:17](=[CH:18][C:9]([S:8]([O:51][C:42]4[C:41]([F:40])=[C:46]([F:47])[C:45]([F:48])=[C:44]([F:49])[C:43]=4[F:50])(=[O:37])=[O:59])=[CH:10][CH:11]=3)[N:16]=[CH:15][N:14]=2)=[C:20]([O:27][CH3:28])[CH:21]=1. The catalyst class is: 699. (3) Product: [OH:1][CH:2]1[CH2:8][CH2:7][CH2:6][N:5]([C:9]([O:11][CH2:12][C:13]2[CH:18]=[CH:17][CH:16]=[CH:15][CH:14]=2)=[O:10])[CH2:4][CH2:3]1. The catalyst class is: 5. Reactant: [O:1]=[C:2]1[CH2:8][CH2:7][CH2:6][N:5]([C:9]([O:11][CH2:12][C:13]2[CH:18]=[CH:17][CH:16]=[CH:15][CH:14]=2)=[O:10])[CH2:4][CH2:3]1.[BH4-].[Na+].Cl. (4) Reactant: N[C:2]1[CH:10]=[C:9]2[C:5]([CH2:6][N:7]([C:12]3[CH:13]=[CH:14][C:15]4[CH:19]=[CH:18][S:17][C:16]=4[CH:20]=3)[C:8]2=[O:11])=[CH:4][CH:3]=1.O1CCC[CH2:22]1.C=O.[C:28]([BH3-])#[N:29].[Na+]. Product: [S:17]1[CH:18]=[CH:19][C:15]2[CH:14]=[CH:13][C:12]([N:7]3[CH2:6][C:5]4[C:9](=[CH:10][C:2]([N:29]([CH3:28])[CH3:22])=[CH:3][CH:4]=4)[C:8]3=[O:11])=[CH:20][C:16]1=2. The catalyst class is: 5.